Dataset: Full USPTO retrosynthesis dataset with 1.9M reactions from patents (1976-2016). Task: Predict the reactants needed to synthesize the given product. (1) Given the product [ClH:47].[CH2:1]([N:8]1[CH2:13][CH2:12][CH:11]([CH2:14][O:15][C:16](=[O:46])[C@:17]([C:25]2[CH:26]=[C:27]([CH:43]=[CH:44][CH:45]=2)[O:28][CH2:29][C:30]2[CH:42]=[CH:41][C:33]([C:34]([OH:36])=[O:35])=[CH:32][CH:31]=2)([OH:24])[C:18]2[CH:23]=[CH:22][CH:21]=[CH:20][CH:19]=2)[CH2:10][CH2:9]1)[C:2]1[CH:7]=[CH:6][CH:5]=[CH:4][CH:3]=1, predict the reactants needed to synthesize it. The reactants are: [CH2:1]([N:8]1[CH2:13][CH2:12][CH:11]([CH2:14][O:15][C:16](=[O:46])[C@:17]([C:25]2[CH:26]=[C:27]([CH:43]=[CH:44][CH:45]=2)[O:28][CH2:29][C:30]2[CH:42]=[CH:41][C:33]([C:34]([O:36]C(C)(C)C)=[O:35])=[CH:32][CH:31]=2)([OH:24])[C:18]2[CH:23]=[CH:22][CH:21]=[CH:20][CH:19]=2)[CH2:10][CH2:9]1)[C:2]1[CH:7]=[CH:6][CH:5]=[CH:4][CH:3]=1.[ClH:47].O1CCOCC1. (2) The reactants are: [Cl:1][C:2]1[N:7]=[C:6]([CH2:8]O)[CH:5]=[N:4][C:3]=1[C:10]1[CH:15]=[C:14]([O:16][CH3:17])[CH:13]=[CH:12][C:11]=1[F:18].S(Cl)([Cl:21])=O. Given the product [Cl:1][C:2]1[C:3]([C:10]2[CH:15]=[C:14]([O:16][CH3:17])[CH:13]=[CH:12][C:11]=2[F:18])=[N:4][CH:5]=[C:6]([CH2:8][Cl:21])[N:7]=1, predict the reactants needed to synthesize it.